This data is from TCR-epitope binding with 47,182 pairs between 192 epitopes and 23,139 TCRs. The task is: Binary Classification. Given a T-cell receptor sequence (or CDR3 region) and an epitope sequence, predict whether binding occurs between them. (1) Result: 0 (the TCR does not bind to the epitope). The epitope is LVLSVNPYV. The TCR CDR3 sequence is CASRDDGEQFF. (2) The epitope is FLASKIGRLV. The TCR CDR3 sequence is CASSRAGADYNEQFF. Result: 0 (the TCR does not bind to the epitope).